This data is from Full USPTO retrosynthesis dataset with 1.9M reactions from patents (1976-2016). The task is: Predict the reactants needed to synthesize the given product. (1) Given the product [CH3:31][NH:28][C:18]1[CH:17]=[CH:16][C:15]([N:12]2[CH2:13][CH2:14][N:9]([C:1]([C:2]3[CH:7]=[CH:6][CH:5]=[CH:4][CH:3]=3)=[O:8])[CH2:10][CH2:11]2)=[CH:20][C:19]=1[NH:21][C:22]1[CH:27]=[CH:26][CH:25]=[CH:24][CH:23]=1, predict the reactants needed to synthesize it. The reactants are: [C:1]([N:9]1[CH2:14][CH2:13][N:12]([C:15]2[CH:20]=[C:19]([NH:21][C:22]3[CH:27]=[CH:26][CH:25]=[CH:24][CH:23]=3)[C:18]([NH2:28])=[CH:17][CH:16]=2)[CH2:11][CH2:10]1)(=[O:8])[C:2]1[CH:7]=[CH:6][CH:5]=[CH:4][CH:3]=1.C=O.[C:31](O[BH-](OC(=O)C)OC(=O)C)(=O)C.[Na+]. (2) Given the product [Cl:12][C:4]1[CH:3]=[C:2]([CH:14]=[CH2:15])[CH:11]=[CH:10][C:5]=1[C:6]([O:8][CH3:9])=[O:7], predict the reactants needed to synthesize it. The reactants are: Br[C:2]1[CH:11]=[CH:10][C:5]([C:6]([O:8][CH3:9])=[O:7])=[C:4]([Cl:12])[CH:3]=1.[K+].[CH:14]([B-](F)(F)F)=[CH2:15]. (3) Given the product [F:1][C:2]1[CH:3]=[CH:4][C:5]([C:8]2[NH:24][C:11]3=[N:12][CH:13]=[C:14]([NH2:16])[CH:15]=[C:10]3[CH:9]=2)=[CH:6][CH:7]=1, predict the reactants needed to synthesize it. The reactants are: [F:1][C:2]1[CH:7]=[CH:6][C:5]([C:8]2[NH:24][C:11]3=[N:12][CH:13]=[C:14]([NH:16]C(=O)OC(C)(C)C)[CH:15]=[C:10]3[CH:9]=2)=[CH:4][CH:3]=1. (4) The reactants are: [CH3:1][O:2][CH2:3][CH2:4][C:5]1[S:9][C:8]([S:10]([NH2:13])(=[O:12])=[O:11])=[CH:7][C:6]=1[CH3:14].Cl[C:16](OC1C=CC=CC=1)=[O:17].C(N(CC)CC)C.[CH2:32]([C:34]1[N:35]=[C:36]([NH2:41])[S:37][C:38]=1[S:39][CH3:40])[CH3:33]. Given the product [CH2:32]([C:34]1[N:35]=[C:36]([NH:41][C:16]([NH:13][S:10]([C:8]2[S:9][C:5]([CH2:4][CH2:3][O:2][CH3:1])=[C:6]([CH3:14])[CH:7]=2)(=[O:12])=[O:11])=[O:17])[S:37][C:38]=1[S:39][CH3:40])[CH3:33], predict the reactants needed to synthesize it. (5) Given the product [F:26][C:10]1([CH2:9][OH:8])[CH2:14][N:13]([C:15]([O:17][C:18]([CH3:20])([CH3:21])[CH3:19])=[O:16])[C@H:12]([C:22]([O:24][CH3:25])=[O:23])[CH2:11]1, predict the reactants needed to synthesize it. The reactants are: [Si]([O:8][CH2:9][C:10]1([F:26])[CH2:14][N:13]([C:15]([O:17][C:18]([CH3:21])([CH3:20])[CH3:19])=[O:16])[C@H:12]([C:22]([O:24][CH3:25])=[O:23])[CH2:11]1)(C(C)(C)C)(C)C.CCCC[N+](CCCC)(CCCC)CCCC.[F-]. (6) Given the product [CH3:30][N:19]([CH2:18][C:16]1[N:15]=[N:14][N:13]([C:8]2[CH:9]=[CH:10][CH:11]=[CH:12][C:7]=2[CH2:6][NH:5][CH2:37][C:32]2[CH:33]=[CH:34][CH:35]=[CH:36][N:31]=2)[CH:17]=1)[CH:20]1[C:29]2[N:28]=[CH:27][CH:26]=[CH:25][C:24]=2[CH2:23][CH2:22][CH2:21]1, predict the reactants needed to synthesize it. The reactants are: Cl.Cl.Cl.Cl.[NH2:5][CH2:6][C:7]1[CH:12]=[CH:11][CH:10]=[CH:9][C:8]=1[N:13]1[CH:17]=[C:16]([CH2:18][N:19]([CH3:30])[CH:20]2[C:29]3[N:28]=[CH:27][CH:26]=[CH:25][C:24]=3[CH2:23][CH2:22][CH2:21]2)[N:15]=[N:14]1.[N:31]1[CH:36]=[CH:35][CH:34]=[CH:33][C:32]=1[CH:37]=O.C(N(CC)CC)C.[BH4-].[Na+]. (7) Given the product [NH2:11][C@H:12]([CH:22]([CH3:24])[CH3:23])[CH2:13][NH:14][C:15](=[O:21])[O:16][C:17]([CH3:18])([CH3:19])[CH3:20], predict the reactants needed to synthesize it. The reactants are: C(OC([NH:11][C@H:12]([CH:22]([CH3:24])[CH3:23])[CH2:13][NH:14][C:15](=[O:21])[O:16][C:17]([CH3:20])([CH3:19])[CH3:18])=O)C1C=CC=CC=1.